Task: Binary Classification. Given a T-cell receptor sequence (or CDR3 region) and an epitope sequence, predict whether binding occurs between them.. Dataset: TCR-epitope binding with 47,182 pairs between 192 epitopes and 23,139 TCRs The epitope is RLYYDSMSY. The TCR CDR3 sequence is CASSWGSYEQFF. Result: 0 (the TCR does not bind to the epitope).